From a dataset of Catalyst prediction with 721,799 reactions and 888 catalyst types from USPTO. Predict which catalyst facilitates the given reaction. (1) Reactant: [OH:1][C@H:2]([C:18]1[CH:23]=[CH:22][CH:21]=[CH:20][CH:19]=1)[CH2:3][CH2:4][CH2:5][CH2:6][N:7]1[C:15](=[O:16])[C:14]2[C:9](=[CH:10][CH:11]=[CH:12][CH:13]=2)[C:8]1=[O:17].[F:24][C:25]([F:35])([F:34])[O:26][C:27]1[CH:32]=[CH:31][C:30](O)=[CH:29][CH:28]=1.C1(P(C2C=CC=CC=2)C2C=CC=CC=2)C=CC=CC=1.N(C(OC(C)C)=O)=NC(OC(C)C)=O.C1(C)C=CC=CC=1. Product: [C:18]1([C@H:2]([O:1][C:30]2[CH:29]=[CH:28][C:27]([O:26][C:25]([F:24])([F:34])[F:35])=[CH:32][CH:31]=2)[CH2:3][CH2:4][CH2:5][CH2:6][N:7]2[C:8](=[O:17])[C:9]3[C:14](=[CH:13][CH:12]=[CH:11][CH:10]=3)[C:15]2=[O:16])[CH:23]=[CH:22][CH:21]=[CH:20][CH:19]=1. The catalyst class is: 11. (2) Reactant: [Cl:1][C:2]1[CH:15]=[CH:14][C:5]([O:6][CH2:7][C:8]2[O:12][N:11]=[C:10]([OH:13])[CH:9]=2)=[C:4]([CH:16]2[C:25]3[C:20](=[CH:21][CH:22]=[CH:23][CH:24]=3)[CH2:19][CH2:18][NH:17]2)[CH:3]=1.CCN(CC)CC.Cl[C:34]([O:36][CH2:37][C:38]1[CH:43]=[CH:42][CH:41]=[CH:40][CH:39]=1)=[O:35]. Product: [CH2:37]([O:36][C:34]([N:17]1[CH2:18][CH2:19][C:20]2[C:25](=[CH:24][CH:23]=[CH:22][CH:21]=2)[CH:16]1[C:4]1[CH:3]=[C:2]([Cl:1])[CH:15]=[CH:14][C:5]=1[O:6][CH2:7][C:8]1[O:12][N:11]=[C:10]([OH:13])[CH:9]=1)=[O:35])[C:38]1[CH:43]=[CH:42][CH:41]=[CH:40][CH:39]=1. The catalyst class is: 2.